This data is from M1 muscarinic receptor antagonist screen with 61,756 compounds. The task is: Binary Classification. Given a drug SMILES string, predict its activity (active/inactive) in a high-throughput screening assay against a specified biological target. (1) The molecule is n1c2c(CCCC2)c(c(c1N)C#N)c1ccncc1. The result is 0 (inactive). (2) The result is 0 (inactive). The drug is Clc1cc(NC(=O)CN2CCN(S(=O)(=O)c3ccc(F)cc3)CC2)ccc1OC. (3) The drug is Fc1ccc(CN2C(C3C(O)(CC2)CCCC3)c2cc3OCOc3cc2)cc1. The result is 0 (inactive). (4) The drug is O(c1c(c2c(cc1)cccc2)C(=O)Nc1n(c(=O)n(c(=O)c1)C)C)CC. The result is 0 (inactive). (5) The molecule is O1C(=C(C(c2cc3OCOc3cc2)C(=C1N)C#N)C#N)c1ccccc1. The result is 0 (inactive). (6) The molecule is O=c1n2CC3CC(CN(C3)C(=O)c3ccc(cc3)c3nnc(OC)c4c3cccc4)c2ccc1. The result is 0 (inactive). (7) The molecule is S(=O)(=O)(N1CCOCC1)c1ccc(cc1)C(=O)/N=c1/sc(c(n1C)C)C(OCC)=O. The result is 0 (inactive).